From a dataset of Full USPTO retrosynthesis dataset with 1.9M reactions from patents (1976-2016). Predict the reactants needed to synthesize the given product. (1) Given the product [Cl:26][C:7]1[C:6](=[O:24])[N:5]([CH2:4][CH2:3][CH:2]([CH3:25])[CH3:1])[CH:10]=[CH:9][C:8]=1[C:11]1[CH:16]=[CH:15][C:14]([NH:17][CH:18]2[CH2:23][CH2:22][O:21][CH2:20][CH2:19]2)=[CH:13][CH:12]=1, predict the reactants needed to synthesize it. The reactants are: [CH3:1][CH:2]([CH3:25])[CH2:3][CH2:4][N:5]1[CH:10]=[CH:9][C:8]([C:11]2[CH:16]=[CH:15][C:14]([NH:17][CH:18]3[CH2:23][CH2:22][O:21][CH2:20][CH2:19]3)=[CH:13][CH:12]=2)=[CH:7][C:6]1=[O:24].[Cl:26]N1C(=O)CCC1=O.O. (2) Given the product [CH:1]1([C:4]2[N:13]=[C:12]([N:14]3[CH2:19][CH2:18][CH:17]([C:20]4[CH:25]=[CH:24][CH:23]=[CH:22][C:21]=4[N:33]([CH3:34])[CH3:32])[CH2:16][CH2:15]3)[C:11]3[C:6](=[CH:7][C:8]([O:30][CH3:31])=[C:9]([O:28][CH3:29])[CH:10]=3)[N:5]=2)[CH2:3][CH2:2]1, predict the reactants needed to synthesize it. The reactants are: [CH:1]1([C:4]2[N:13]=[C:12]([N:14]3[CH2:19][CH2:18][CH:17]([C:20]4[CH:25]=[CH:24][CH:23]=[CH:22][C:21]=4OC)[CH2:16][CH2:15]3)[C:11]3[C:6](=[CH:7][C:8]([O:30][CH3:31])=[C:9]([O:28][CH3:29])[CH:10]=3)[N:5]=2)[CH2:3][CH2:2]1.[CH3:32][N:33](C)[C:34]1C=CC=CC=1C1CCNCC1.COC1C=CC=CC=1C1CCNCC1. (3) Given the product [OH:31][C:30]1[CH:29]=[CH:28][C:5]([CH2:6][N:7]2[C:11]3=[N:12][CH:13]=[C:14]([C:16]4[CH:17]=[N:18][N:19]([CH3:21])[CH:20]=4)[CH:15]=[C:10]3[N:9]=[C:8]2[NH:22][C:23](=[O:27])[O:24][CH2:25][CH3:26])=[CH:4][C:3]=1[O:2][CH3:1], predict the reactants needed to synthesize it. The reactants are: [CH3:1][O:2][C:3]1[CH:4]=[C:5]([CH:28]=[CH:29][C:30]=1[O:31]CC1C=CC(OC)=CC=1)[CH2:6][N:7]1[C:11]2=[N:12][CH:13]=[C:14]([C:16]3[CH:17]=[N:18][N:19]([CH3:21])[CH:20]=3)[CH:15]=[C:10]2[N:9]=[C:8]1[NH:22][C:23](=[O:27])[O:24][CH2:25][CH3:26].FC(F)(F)C(O)=O.C(=O)([O-])[O-].[K+].[K+]. (4) Given the product [F:1][C:2]1[CH:3]=[C:4]([CH2:17][CH2:18][N:19]([CH3:41])[C:20]2[CH:25]=[C:24]([OH:26])[CH:23]=[CH:22][C:21]=2[CH:28]2[CH2:37][CH2:36][C:35]3[CH:34]=[C:33]([OH:38])[CH:32]=[CH:31][C:30]=3[CH2:29]2)[CH:5]=[CH:6][C:7]=1[O:8][CH2:9][CH2:10][N:11]1[CH2:12][CH2:13][CH2:14][CH2:15][CH2:16]1, predict the reactants needed to synthesize it. The reactants are: [F:1][C:2]1[CH:3]=[C:4]([CH2:17][CH2:18][NH:19][C:20]2[CH:25]=[C:24]([O:26]C)[CH:23]=[CH:22][C:21]=2[CH:28]2[CH2:37][CH2:36][C:35]3[C:30](=[CH:31][CH:32]=[C:33]([O:38]C)[CH:34]=3)[CH2:29]2)[CH:5]=[CH:6][C:7]=1[O:8][CH2:9][CH2:10][N:11]1[CH2:16][CH2:15][CH2:14][CH2:13][CH2:12]1.F[C:41]1C=C(CCNCC2C=C(OC)C=CC=2C2CCC3C(=CC=C(OC)C=3)C2)C=CC=1OCCN1CCCCC1. (5) Given the product [Cl:15][C:5]1[C:6]([NH:8][CH2:9][CH2:10][C:11]([NH:13][CH3:14])=[O:12])=[N:7][C:2]([NH:29][C:26]2[CH:27]=[CH:28][C:21]3[CH2:20][CH2:19][N:18]([CH2:16][CH3:17])[CH2:24][CH2:23][C:22]=3[CH:25]=2)=[N:3][CH:4]=1, predict the reactants needed to synthesize it. The reactants are: Cl[C:2]1[N:7]=[C:6]([NH:8][CH2:9][CH2:10][C:11]([NH:13][CH3:14])=[O:12])[C:5]([Cl:15])=[CH:4][N:3]=1.[CH2:16]([N:18]1[CH2:24][CH2:23][C:22]2[CH:25]=[C:26]([NH2:29])[CH:27]=[CH:28][C:21]=2[CH2:20][CH2:19]1)[CH3:17].Cl.O1CCOCC1.